Dataset: Peptide-MHC class I binding affinity with 185,985 pairs from IEDB/IMGT. Task: Regression. Given a peptide amino acid sequence and an MHC pseudo amino acid sequence, predict their binding affinity value. This is MHC class I binding data. (1) The peptide sequence is GIMAVGLVSL. The MHC is HLA-A02:03 with pseudo-sequence HLA-A02:03. The binding affinity (normalized) is 0.706. (2) The peptide sequence is FPFKYAAAF. The binding affinity (normalized) is 0.0439. The MHC is Patr-A0701 with pseudo-sequence Patr-A0701. (3) The peptide sequence is VEAFRTRPL. The MHC is HLA-E01:03 with pseudo-sequence YHSMYRESADTIFVNTLYLWHEFYSSAEQAYTWY. The binding affinity (normalized) is 0. (4) The peptide sequence is MTDAIRTLK. The MHC is HLA-A03:01 with pseudo-sequence HLA-A03:01. The binding affinity (normalized) is 0.547.